Dataset: Peptide-MHC class I binding affinity with 185,985 pairs from IEDB/IMGT. Task: Regression. Given a peptide amino acid sequence and an MHC pseudo amino acid sequence, predict their binding affinity value. This is MHC class I binding data. (1) The peptide sequence is TLVDICFWS. The MHC is HLA-A68:02 with pseudo-sequence HLA-A68:02. The binding affinity (normalized) is 0.330. (2) The peptide sequence is GLVLHGEAI. The MHC is HLA-B15:01 with pseudo-sequence HLA-B15:01. The binding affinity (normalized) is 0.0847.